From a dataset of Forward reaction prediction with 1.9M reactions from USPTO patents (1976-2016). Predict the product of the given reaction. (1) Given the reactants [Si]([O:8][C@H:9]1[CH2:13][CH2:12][N:11]([CH2:14][C@H:15]([C:31]2[CH:32]=[C:33]([CH:42]=[CH:43][CH:44]=2)[C:34]([NH:36][CH2:37][C:38]([F:41])([F:40])[F:39])=[O:35])[N:16]([CH3:30])[C:17](=[O:29])[CH2:18][C:19]2[CH:27]=[C:26]3[C:22]([CH2:23][C:24](=[O:28])[NH:25]3)=[CH:21][CH:20]=2)[CH2:10]1)(C(C)(C)C)(C)C.Cl, predict the reaction product. The product is: [OH:8][C@H:9]1[CH2:13][CH2:12][N:11]([CH2:14][C@H:15]([C:31]2[CH:32]=[C:33]([CH:42]=[CH:43][CH:44]=2)[C:34]([NH:36][CH2:37][C:38]([F:41])([F:40])[F:39])=[O:35])[N:16]([CH3:30])[C:17](=[O:29])[CH2:18][C:19]2[CH:27]=[C:26]3[C:22]([CH2:23][C:24](=[O:28])[NH:25]3)=[CH:21][CH:20]=2)[CH2:10]1. (2) Given the reactants [F-].C([N+](CCCC)(CCCC)CCCC)CCC.[Si]([O:26][CH:27]1[CH2:31][CH2:30][C:29]([CH:33]([C:48]2[CH:53]=[CH:52][CH:51]=[C:50]([Cl:54])[CH:49]=2)[NH:34][C:35]([C:37]2[C:42]([Cl:43])=[C:41]([C:44]([F:47])([F:46])[F:45])[CH:40]=[CH:39][N:38]=2)=[O:36])([OH:32])[CH2:28]1)(C(C)(C)C)(C)C.O, predict the reaction product. The product is: [Cl:43][C:42]1[C:37]([C:35]([NH:34][CH:33]([C:48]2[CH:53]=[CH:52][CH:51]=[C:50]([Cl:54])[CH:49]=2)[C:29]2([OH:32])[CH2:30][CH2:31][CH:27]([OH:26])[CH2:28]2)=[O:36])=[N:38][CH:39]=[CH:40][C:41]=1[C:44]([F:45])([F:46])[F:47]. (3) Given the reactants [CH3:1][C:2]1[CH:7]=[C:6]([CH:8]2[CH2:13][CH2:12][CH:11]([CH:14]([CH3:20])[C:15]([O:17]CC)=[O:16])[CH2:10][CH2:9]2)[CH:5]=[CH:4][N:3]=1.[Li+].[OH-].Cl, predict the reaction product. The product is: [CH3:1][C:2]1[CH:7]=[C:6]([CH:8]2[CH2:9][CH2:10][CH:11]([CH:14]([CH3:20])[C:15]([OH:17])=[O:16])[CH2:12][CH2:13]2)[CH:5]=[CH:4][N:3]=1. (4) The product is: [CH3:20][O:19][C:16]1[N:17]=[CH:18][C:13]([C:6]2[CH:7]=[CH:8][C:3]([CH2:2][OH:1])=[CH:4][CH:5]=2)=[CH:14][CH:15]=1. Given the reactants [OH:1][CH2:2][C:3]1[CH:8]=[CH:7][C:6](B(O)O)=[CH:5][CH:4]=1.Br[C:13]1[CH:14]=[CH:15][C:16]([O:19][CH3:20])=[N:17][CH:18]=1.C(=O)([O-])[O-].[K+].[K+], predict the reaction product. (5) Given the reactants Cl[C:2]1[CH:10]=[C:9]2[C:5](/[C:6](=[CH:12]/[C:13]3[CH:18]=[CH:17][CH:16]=[C:15]([Cl:19])[CH:14]=3)/[C:7](=[O:11])[NH:8]2)=[CH:4][CH:3]=1.[C:20]([O:24][C:25]([O:27]C(OC(C)(C)C)=O)=O)([CH3:23])([CH3:22])[CH3:21].[CH2:35]([N:37](CC)CC)C, predict the reaction product. The product is: [C:20]([O:24][C:25]([N:8]1[C:9]2[C:5](=[CH:4][CH:3]=[C:2]([C:35]#[N:37])[CH:10]=2)/[C:6](=[CH:12]/[C:13]2[CH:18]=[CH:17][CH:16]=[C:15]([Cl:19])[CH:14]=2)/[C:7]1=[O:11])=[O:27])([CH3:23])([CH3:22])[CH3:21]. (6) Given the reactants [F:1][C:2]1[CH:23]=[CH:22][C:5]([CH2:6][NH:7][C:8]([C:10]2[S:18][C:17]3[N:12]([C:13](=[O:21])[NH:14][C:15](=[O:20])[C:16]=3[CH3:19])[CH:11]=2)=[O:9])=[CH:4][CH:3]=1.C(=O)([O-])[O-].[Cs+].[Cs+].Cl[CH2:31][C:32]1[CH:41]=[CH:40][C:39]2[C:34](=[CH:35][CH:36]=[C:37]([F:42])[CH:38]=2)[N:33]=1, predict the reaction product. The product is: [F:1][C:2]1[CH:3]=[CH:4][C:5]([CH2:6][NH:7][C:8]([C:10]2[S:18][C:17]3[N:12]([C:13](=[O:21])[N:14]([CH2:31][C:32]4[CH:41]=[CH:40][C:39]5[C:34](=[CH:35][CH:36]=[C:37]([F:42])[CH:38]=5)[N:33]=4)[C:15](=[O:20])[C:16]=3[CH3:19])[CH:11]=2)=[O:9])=[CH:22][CH:23]=1.